Dataset: Drug-target binding data from BindingDB using Ki measurements. Task: Regression. Given a target protein amino acid sequence and a drug SMILES string, predict the binding affinity score between them. We predict pKi (pKi = -log10(Ki in M); higher means stronger inhibition). Dataset: bindingdb_ki. (1) The small molecule is CCCC(CCC)C(=O)OCC1(CO)C/C(=C/c2cccnc2)C(=O)O1. The target protein (Q8IV61) has sequence MGSSGLGKAATLDELLCTCIEMFDDNGELDNSYLPRIVLLMHRWYLSSTELAEKLLCMYRNATGESCNEFRLKICYFMRYWILKFPAEFNLDLGLIRMTEEFREVASQLGYEKHVSLIDISSIPSYDWMRRVTQRKKVSKKGKACLLFDHLEPIELAEHLTFLEHKSFRRISFTDYQSYVIHGCLENNPTLERSIALFNGISKWVQLMVLSKPTPQQRAEVITKFINVAKKLLQLKNFNTLMAVVGGLSHSSISRLKETHSHLSSEVTKNWNEMTELVSSNGNYCNYRKAFADCDGFKIPILGVHLKDLIAVHVIFPDWTEENKVNIVKMHQLSVTLSELVSLQNASHHLEPNMDLINLLTLSLDLYHTEDDIYKLSLVLEPRNSKSQPTSPTTPNKPVVPLEWALGVMPKPDPTVINKHIRKLVESVFRNYDHDHDGYISQEDFESIAANFPFLDSFCVLDKDQDGLISKDEMMAYFLRAKSQLHCKMGPGFIHNFQEM.... The pKi is 6.2. (2) The target protein (Q32L53) has sequence MSHEKSFLVSGDSYPPPNPGYPGGPQPSMAPYPGAPYPQAPFQPSPYGQPGYPQGPSPYPQGGYPQGPYPPGGYPQGPYPPGGYPQGPYPPGGYPQGPYPQSPFPPNPYGQPQAFPAQDPGSPHHGNYHEEGPPSYYDNQDFPATNWDDKSIRQAFIRKVFLVLTLQLSVTLSTVAVFTFVGEVKGFVRENVWTYYVSYAIFFVSLIVLSCCGDFRRKHPWNLVALSILTVSLSYMVGMIASFYNTEAVIMAVGITTTVCFTVVIFSMQTRYDFTSCVGVLLVSVVVLILFAILCIFIRSRVLEIVYASLGALLFTCFLAVDTQLLLGNKQLSLSPEEYVFAALNLYTDIINIFLYILTIIGRAKE. The drug is COc1ccccc1N1CCN(CCCCn2ncc(=O)n(C)c2=O)CC1. The pKi is 5.0. (3) The drug is O=C(O)c1nc(-c2ccccc2)oc1C(=O)O. The target protein (P51907) has sequence MGKPTSSGCDWRRFLRNHWLLLSTVAAVVLGIVVGVLVRGHSELSNLDKFYFAFPGEILMRMLKLVILPLIISSMITGVAALDSNVSGKIGLRAVVYYFSTTVIAVILGIVLVVSIKPGVTQKVNEINRTGKTPEVSTVDAMLDLIRNMFPENLVQACFQQYKTKREEVKPASDPGGNQTEVSVTTAMTTMSENKTKEYKIVGLYSDGINVLGLIIFCLVFGLVIGKMGEKGQILVDFFNALSDATMKIVQIIMCYMPIGILFLIAGKIIEVEDWEIFRKLGLYMATVLSGLAIHSLVVLPLIYFIVVRKNPFRFALGMAQALLTALMISSSSATLPVTFRCAEEKNHVDKRITRFVLPVGATINMDGTALYEAVAAVFIAQLNGMDLSIGQIITISITATAASIGAAGVPQAGLVTMVIVLSAVGLPAEDVTLIIAVDWLLDRFRTMVNVLGDAFGTGIVEKLSKKELEQVDVSSEVNIVNPFALEPTILDNEDSDTKK.... The pKi is 4.1. (4) The compound is O=C(c1ccc(Br)nc1)N1CC2(CCN(C/C=C/c3ccc(Cl)cc3)CC2)c2cc(F)ccc21. The target protein (Q62666) has sequence MEPTAPTGQARAAATKLSEAVGAALQEPQRQRRLVLVIVCVALLLDNMLYMVIVPIVPDYIAHMRGGSEGPTLVSEVWEPTLPPPTLANASAYLANTSASPTAAGSARSILRPRYPTESEDVKIGVLFASKAILQLLVNPLSGPFIDRMSYDVPLLIGLGVMFASTVMFAFAEDYATLFAARSLQGLGSAFADTSGIAMIADKYPEEPERSRALGVALAFISFGSLVAPPFGGILYEFAGKRVPFLVLAAVSLFDALLLLAVAKPFSAAARARANLPVGTPIHRLMLDPYIAVVAGALTTCNIPLAFLEPTIATWMKHTMAASEWEMGMVWLPAFVPHVLGVYLTVRLAARYPHLQWLYGALGLAVIGVSSCVVPACRSFAPLVVSLCGLCFGIALVDTALLPTLAFLVDVRHVSVYGSVYAIADISYSVAYALGPIVAGHIVHSLGFEQLSLGMGLANLLYAPVLLLLRNVGLLTRSRSERDVLLDEPPQGLYDAVRLR.... The pKi is 7.4. (5) The small molecule is CC(=O)c1cc(F)cc2c3c(n(Cc4ccc(Cl)cc4)c12)[C@@H](CC(=O)O)CC3. The target protein (P43088) has sequence MSMNNSKQLVSPAAALLSNTTCQTENRLSVFFSVIFMTVGILSNSLAIAILMKAYQRFRQKSKASFLLLASGLVITDFFGHLINGAIAVFVYASDKEWIRFDQSNVLCSIFGICMVFSGLCPLLLGSVMAIERCIGVTKPIFHSTKITSKHVKMMLSGVCLFAVFIALLPILGHRDYKIQASRTWCFYNTEDIKDWEDRFYLLLFSFLGLLALGVSLLCNAITGITLLRVKFKSQQHRQGRSHHLEMVIQLLAIMCVSCICWSPFLVTMANIGINGNHSLETCETTLFALRMATWNQILDPWVYILLRKAVLKNLYKLASQCCGVHVISLHIWELSSIKNSLKVAAISESPVAEKSAST. The pKi is 4.7.